Predict the reactants needed to synthesize the given product. From a dataset of Full USPTO retrosynthesis dataset with 1.9M reactions from patents (1976-2016). (1) Given the product [Br:23][CH2:1][C:2]1[C:3]2[C:8]([C:9]3[CH:10]=[CH:11][CH:12]=[CH:13][C:14]=3[CH:15]=1)=[CH:7][CH:6]=[CH:5][CH:4]=2, predict the reactants needed to synthesize it. The reactants are: [CH3:1][C:2]1[C:3]2[C:8]([C:9]3[CH:10]=[CH:11][CH:12]=[CH:13][C:14]=3[CH:15]=1)=[CH:7][CH:6]=[CH:5][CH:4]=2.C1C(=O)N([Br:23])C(=O)C1. (2) Given the product [O:2]=[CH:3][CH2:4][N:5]([C:14]1[CH:19]=[CH:18][CH:17]=[CH:16][C:15]=1[O:20][C:21]([F:22])([F:23])[F:24])[C:6]([CH:8]1[CH2:9][CH2:10][CH2:11][CH2:12][CH2:13]1)=[O:7], predict the reactants needed to synthesize it. The reactants are: C[O:2][CH:3](OC)[CH2:4][N:5]([C:14]1[CH:19]=[CH:18][CH:17]=[CH:16][C:15]=1[O:20][C:21]([F:24])([F:23])[F:22])[C:6]([CH:8]1[CH2:13][CH2:12][CH2:11][CH2:10][CH2:9]1)=[O:7].C1(C=CC(O)=CC=1)O.C([O-])(O)=O.[Na+]. (3) Given the product [CH2:1]([NH:3][C:4]1[N:9]=[C:8]([C:10](=[O:12])[CH2:11][C:14]([OH:13])([C:20]([O:22][CH2:23][CH3:24])=[O:21])[C:15]([O:17][CH2:18][CH3:19])=[O:16])[CH:7]=[CH:6][N:5]=1)[CH3:2], predict the reactants needed to synthesize it. The reactants are: [CH2:1]([NH:3][C:4]1[N:9]=[C:8]([C:10](=[O:12])[CH3:11])[CH:7]=[CH:6][N:5]=1)[CH3:2].[O:13]=[C:14]([C:20]([O:22][CH2:23][CH3:24])=[O:21])[C:15]([O:17][CH2:18][CH3:19])=[O:16]. (4) Given the product [CH2:28]([O:17][C:16](=[O:18])[CH2:15][CH2:14][CH2:13][CH2:12][CH2:11][CH2:10][CH2:9][CH2:8][CH2:7][CH2:6][CH2:5][CH2:4][CH2:3][CH2:2][C:1]([OH:20])=[O:19])[C:27]1[CH:22]=[CH:23][CH:24]=[CH:25][CH:26]=1, predict the reactants needed to synthesize it. The reactants are: [C:1]([OH:20])(=[O:19])[CH2:2][CH2:3][CH2:4][CH2:5][CH2:6][CH2:7][CH2:8][CH2:9][CH2:10][CH2:11][CH2:12][CH2:13][CH2:14][CH2:15][C:16]([OH:18])=[O:17].C[CH2:22][CH2:23][CH2:24][CH2:25][CH2:26][CH2:27][CH3:28].C(OCC1C=CC=CC=1)=O. (5) Given the product [C:10]1([C:42]2[CH:47]=[CH:46][CH:45]=[CH:44][CH:43]=2)[CH:9]=[CH:8][C:7]([C:11]2[N:16]=[C:15]([O:17][CH3:18])[N:14]=[C:13]([NH:19][CH2:20][CH2:21][C:22]3[CH:27]=[CH:26][C:25]([O:28][CH3:29])=[C:24]([O:59][CH3:57])[CH:23]=3)[CH:12]=2)=[CH:6][CH:5]=1, predict the reactants needed to synthesize it. The reactants are: CS([C:5]1[CH:6]=[C:7]([C:11]2[N:16]=[C:15]([O:17][CH3:18])[N:14]=[C:13]([NH:19][CH2:20][CH2:21][C:22]3[CH:27]=[CH:26][C:25]([O:28][CH3:29])=[CH:24][CH:23]=3)[CH:12]=2)[CH:8]=[CH:9][CH:10]=1)(=O)=O.ClC1N=C(OC)N=C(NCC[C:42]2[CH:47]=[CH:46][C:45](OC)=[C:44](OC)[CH:43]=2)C=1.ClC1N=[C:57]([O:59]C)N=C(NCCC2C=CC(OC)=CC=2)C=1.C(C1C=C(B(O)O)C=CC=1)(O)=O.